This data is from Full USPTO retrosynthesis dataset with 1.9M reactions from patents (1976-2016). The task is: Predict the reactants needed to synthesize the given product. (1) The reactants are: [CH2:1]([O:5][C:6]1[N:14]=[C:13]2[C:9]([N:10]=[C:11]([O:37]C)[N:12]2[CH2:15][C:16]2[CH:17]=[N:18][C:19]([O:22][CH2:23][CH2:24][CH2:25][CH2:26][N:27]3[CH2:32][CH2:31][CH:30]([C:33]([O:35][CH3:36])=[O:34])[CH2:29][CH2:28]3)=[CH:20][CH:21]=2)=[C:8]([NH2:39])[N:7]=1)[CH2:2][CH2:3][CH3:4].O.N. Given the product [CH2:1]([O:5][C:6]1[N:14]=[C:13]2[C:9]([NH:10][C:11](=[O:37])[N:12]2[CH2:15][C:16]2[CH:17]=[N:18][C:19]([O:22][CH2:23][CH2:24][CH2:25][CH2:26][N:27]3[CH2:28][CH2:29][CH:30]([C:33]([O:35][CH3:36])=[O:34])[CH2:31][CH2:32]3)=[CH:20][CH:21]=2)=[C:8]([NH2:39])[N:7]=1)[CH2:2][CH2:3][CH3:4], predict the reactants needed to synthesize it. (2) Given the product [C:5]([O:9][C:10]([N:12]1[CH2:17][CH2:16][N:15]([C:18]([C:20]2[CH:24]=[C:23]([C:25]3[CH:30]=[C:29]([O:1][CH2:2][CH3:3])[CH:28]=[CH:27][N:26]=3)[N:22]([C:35]3[CH:36]=[N:37][C:38]([O:41][CH3:42])=[CH:39][CH:40]=3)[N:21]=2)=[O:19])[CH2:14][CH2:13]1)=[O:11])([CH3:8])([CH3:7])[CH3:6], predict the reactants needed to synthesize it. The reactants are: [O-:1][CH2:2][CH3:3].[Na+].[C:5]([O:9][C:10]([N:12]1[CH2:17][CH2:16][N:15]([C:18]([C:20]2[CH:24]=[C:23]([C:25]3[CH:30]=[C:29](S(C)(=O)=O)[CH:28]=[CH:27][N:26]=3)[N:22]([C:35]3[CH:36]=[N:37][C:38]([O:41][CH3:42])=[CH:39][CH:40]=3)[N:21]=2)=[O:19])[CH2:14][CH2:13]1)=[O:11])([CH3:8])([CH3:7])[CH3:6]. (3) Given the product [NH2:1][C@H:2]([C:6]([OH:8])=[O:7])[CH2:3][CH2:4][S:15][CH3:14], predict the reactants needed to synthesize it. The reactants are: [NH2:1][C@H:2]([C:6]([OH:8])=[O:7])[CH2:3][CH2:4]O.OS(O)(=O)=O.[CH3:14][SH:15]. (4) Given the product [O:7]1[CH2:11][CH2:10][CH2:9][CH:8]1[C:12]([O:14][C:16]1[CH:21]=[C:20]([O:22][CH3:23])[CH:19]=[CH:18][C:17]=1[C:24](=[O:26])[CH3:25])=[O:13], predict the reactants needed to synthesize it. The reactants are: C(Cl)(=O)C(Cl)=O.[O:7]1[CH2:11][CH2:10][CH2:9][CH:8]1[C:12]([OH:14])=[O:13].O[C:16]1[CH:21]=[C:20]([O:22][CH3:23])[CH:19]=[CH:18][C:17]=1[C:24](=[O:26])[CH3:25].C(N(CC)CC)C. (5) Given the product [CH3:1][O:17][C:16]([C:12]1[CH:11]=[CH:10][C:9]([CH3:8])=[C:14]([CH3:15])[N:13]=1)=[O:18], predict the reactants needed to synthesize it. The reactants are: [CH3:1][Si](C=[N+]=[N-])(C)C.[CH3:8][C:9]1[CH:10]=[CH:11][C:12]([C:16]([OH:18])=[O:17])=[N:13][C:14]=1[CH3:15]. (6) Given the product [C:1]([C:5]1[CH:6]=[CH:7][C:8]([C:11]2[C:12]3[CH:13]=[CH:14][C:15]([Se:23][C:24]#[C:25][C:26]([CH3:32])=[CH:27][C:28]([OH:30])=[O:29])=[CH:16][C:17]=3[C:18]([CH3:22])([CH3:21])[CH2:19][CH:20]=2)=[CH:9][CH:10]=1)([CH3:2])([CH3:3])[CH3:4], predict the reactants needed to synthesize it. The reactants are: [C:1]([C:5]1[CH:10]=[CH:9][C:8]([C:11]2[C:12]3[CH:13]=[CH:14][C:15]([Se:23][C:24]#[C:25][C:26]([CH3:32])=[CH:27][C:28]([O:30]C)=[O:29])=[CH:16][C:17]=3[C:18]([CH3:22])([CH3:21])[CH2:19][CH:20]=2)=[CH:7][CH:6]=1)([CH3:4])([CH3:3])[CH3:2].O.[OH-].[Li+]. (7) The reactants are: C[O:2][C:3](=O)[C:4]1[CH:9]=[CH:8][C:7]([CH2:10][S:11][C:12]2[CH:17]=[CH:16][C:15]([C:18]3[CH:23]=[CH:22][CH:21]=[CH:20][CH:19]=3)=[C:14]([C:24]([F:27])([F:26])[F:25])[CH:13]=2)=[CH:6][CH:5]=1.CC(C[AlH]CC(C)C)C. Given the product [F:26][C:24]([F:25])([F:27])[C:14]1[CH:13]=[C:12]([S:11][CH2:10][C:7]2[CH:6]=[CH:5][C:4]([CH2:3][OH:2])=[CH:9][CH:8]=2)[CH:17]=[CH:16][C:15]=1[C:18]1[CH:19]=[CH:20][CH:21]=[CH:22][CH:23]=1, predict the reactants needed to synthesize it. (8) Given the product [CH:3]1([NH:6][C:7]([NH:9][C:10]2[CH:15]=[CH:14][C:13]([O:16][C:17]3[CH:22]=[CH:21][N:20]=[C:19]4[CH:23]=[C:24]([C:26]5[CH2:27][CH2:28][N:29]([CH2:43][CH2:44][CH2:45][N:46]6[CH2:51][CH2:50][O:49][CH2:48][CH2:47]6)[CH2:30][CH:31]=5)[S:25][C:18]=34)=[C:12]([F:32])[CH:11]=2)=[O:8])[CH2:5][CH2:4]1, predict the reactants needed to synthesize it. The reactants are: Cl.Cl.[CH:3]1([NH:6][C:7]([NH:9][C:10]2[CH:15]=[CH:14][C:13]([O:16][C:17]3[CH:22]=[CH:21][N:20]=[C:19]4[CH:23]=[C:24]([C:26]5[CH2:27][CH2:28][NH:29][CH2:30][CH:31]=5)[S:25][C:18]=34)=[C:12]([F:32])[CH:11]=2)=[O:8])[CH2:5][CH2:4]1.CCN(C(C)C)C(C)C.Cl[CH2:43][CH2:44][CH2:45][N:46]1[CH2:51][CH2:50][O:49][CH2:48][CH2:47]1. (9) Given the product [CH2:44]([O:43][C:40]1[CH:41]=[CH:42][C:33]([C@@H:24]([O:25][Si:26]([C:29]([CH3:32])([CH3:31])[CH3:30])([CH3:27])[CH3:28])[CH2:23][N:15]([C:16]([O:18][C:19]([CH3:22])([CH3:20])[CH3:21])=[O:17])[CH2:14][CH2:13][C:10]2[CH:11]=[CH:12][C:7]([C:54]([O:56][C:57]3[CH:62]=[CH:61][CH:60]=[CH:59][CH:58]=3)=[O:55])=[CH:8][CH:9]=2)=[C:34]2[C:39]=1[NH:38][C:37](=[O:51])[CH:36]=[CH:35]2)[C:45]1[CH:46]=[CH:47][CH:48]=[CH:49][CH:50]=1, predict the reactants needed to synthesize it. The reactants are: FC(F)(F)S(O[C:7]1[CH:12]=[CH:11][C:10]([CH2:13][CH2:14][N:15]([CH2:23][C@@H:24]([C:33]2[CH:42]=[CH:41][C:40]([O:43][CH2:44][C:45]3[CH:50]=[CH:49][CH:48]=[CH:47][CH:46]=3)=[C:39]3[C:34]=2[CH:35]=[CH:36][C:37](=[O:51])[NH:38]3)[O:25][Si:26]([C:29]([CH3:32])([CH3:31])[CH3:30])([CH3:28])[CH3:27])[C:16]([O:18][C:19]([CH3:22])([CH3:21])[CH3:20])=[O:17])=[CH:9][CH:8]=1)(=O)=O.[CH:54]([O:56][C:57]1[CH:62]=[CH:61][CH:60]=[CH:59][CH:58]=1)=[O:55].C1(P(C2C=CC=CC=2)C2C3OC4C(=CC=CC=4P(C4C=CC=CC=4)C4C=CC=CC=4)C(C)(C)C=3C=CC=2)C=CC=CC=1.C(N(CC)CC)C. (10) Given the product [CH3:21][O:22][C:23]1[CH:24]=[C:25]2[C:30](=[CH:31][C:32]=1[O:33][CH2:34][CH2:35][O:36][CH3:37])[N:29]=[CH:28][N:27]=[C:26]2[S:38][C:39]1[CH:40]=[C:41]([NH:42][C:12]([NH:11][C:4]2[N:3]([CH3:46])[N:2]=[C:6]([C:7]([F:8])([F:9])[F:10])[CH:5]=2)=[O:20])[CH:43]=[CH:44][CH:45]=1, predict the reactants needed to synthesize it. The reactants are: C[N:2]1[C:6]([C:7]([F:10])([F:9])[F:8])=[CH:5][C:4]([NH:11][C:12](=[O:20])OC2C=CC=CC=2)=[N:3]1.[CH3:21][O:22][C:23]1[CH:24]=[C:25]2[C:30](=[CH:31][C:32]=1[O:33][CH2:34][CH2:35][O:36][CH3:37])[N:29]=[CH:28][N:27]=[C:26]2[S:38][C:39]1[CH:40]=[C:41]([CH:43]=[CH:44][CH:45]=1)[NH2:42].[CH:46](N(CC)C(C)C)(C)C.